This data is from Retrosynthesis with 50K atom-mapped reactions and 10 reaction types from USPTO. The task is: Predict the reactants needed to synthesize the given product. (1) Given the product O=C(O)c1ccc(-c2cc(OCc3ccccc3)cc(OCc3ccccc3)c2)cc1, predict the reactants needed to synthesize it. The reactants are: O=C(O)c1ccc(Br)cc1.OB(O)c1cc(OCc2ccccc2)cc(OCc2ccccc2)c1. (2) The reactants are: CC(C)CN(CC(=O)N1CCC(=C2c3ccccc3C=Cc3ccccc32)CC1)C(=O)OC(C)(C)C. Given the product CC(C)CNCC(=O)N1CCC(=C2c3ccccc3C=Cc3ccccc32)CC1, predict the reactants needed to synthesize it. (3) Given the product CC(=O)c1cc(Br)ccc1Cl, predict the reactants needed to synthesize it. The reactants are: CC(O)c1cc(Br)ccc1Cl. (4) Given the product COc1ccc2ncc(=O)n(CCN3CCC(NC(=O)OC(C)(C)C)CC3)c2c1, predict the reactants needed to synthesize it. The reactants are: CC(C)(C)OC(=O)NC1CCN(CCOS(C)(=O)=O)CC1.COc1ccc2ncc(=O)[nH]c2c1. (5) Given the product COCOC[C@]1(COCc2ccccc2)O[C@@H](n2cc(C)c(=O)n(COCc3ccccc3)c2=O)C[C@]1(COCOC)OCc1ccccc1, predict the reactants needed to synthesize it. The reactants are: BrCc1ccccc1.COCOC[C@]1(COCc2ccccc2)O[C@@H](n2cc(C)c(=O)n(COCc3ccccc3)c2=O)C[C@@]1(O)COCOC. (6) Given the product O=CCCc1cccc2c1CCC(NS(=O)(=O)c1ccc(F)cc1)C2, predict the reactants needed to synthesize it. The reactants are: O=S(=O)(NC1CCc2c(CCCO)cccc2C1)c1ccc(F)cc1. (7) Given the product O=C1O[C@H](C(Cl)(Cl)Cl)N2CCC[C@@]12CO, predict the reactants needed to synthesize it. The reactants are: O=C[C@@]12CCCN1[C@@H](C(Cl)(Cl)Cl)OC2=O. (8) Given the product CCOC(=O)c1cc(C)n(-c2c(Cl)cccc2Cl)n1, predict the reactants needed to synthesize it. The reactants are: CCOC(=O)C(=O)CC(C)=O.NNc1c(Cl)cccc1Cl.